From a dataset of Reaction yield outcomes from USPTO patents with 853,638 reactions. Predict the reaction yield, written as a fraction of the theoretical maximum amount of product (1.0 means a 100% yield; for example, 0.34 means a 34% yield). (1) The catalyst is CN(C=O)C. The reactants are Br[CH2:2][CH2:3][C:4]1[C:12]2[C:7](=[CH:8][C:9]([Cl:14])=[C:10]([Cl:13])[CH:11]=2)[NH:6][C:5]=1[Si:15]([CH2:20][CH3:21])([CH2:18][CH3:19])[CH2:16][CH3:17].[N-:22]=[N+:23]=[N-:24].[Na+]. The yield is 1.00. The product is [N:22]([CH2:2][CH2:3][C:4]1[C:12]2[C:7](=[CH:8][C:9]([Cl:14])=[C:10]([Cl:13])[CH:11]=2)[NH:6][C:5]=1[Si:15]([CH2:20][CH3:21])([CH2:18][CH3:19])[CH2:16][CH3:17])=[N+:23]=[N-:24]. (2) The product is [CH3:36][O:35][C:34]([N:22]1[CH2:23][CH2:24][C@H:20]([O:19][C:18]2[C:13]3[CH2:12][N:11]([C:8]4[CH:9]=[N:10][C:3]([O:2][CH3:1])=[C:4]([C:5]#[N:6])[CH:7]=4)[CH2:26][CH2:25][C:14]=3[N:15]=[CH:16][N:17]=2)[CH2:21]1)=[O:37]. The catalyst is C(Cl)Cl. The yield is 0.350. The reactants are [CH3:1][O:2][C:3]1[N:10]=[CH:9][C:8]([N:11]2[CH2:26][CH2:25][C:14]3[N:15]=[CH:16][N:17]=[C:18]([O:19][C@H:20]4[CH2:24][CH2:23][NH:22][CH2:21]4)[C:13]=3[CH2:12]2)=[CH:7][C:4]=1[C:5]#[N:6].C(N(CC)CC)C.[C:34](Cl)(=[O:37])[O:35][CH3:36]. (3) The reactants are [NH2:1][C@H:2]([C:13]([OH:15])=[O:14])[CH2:3][C:4]1[C:12]2[C:7](=[CH:8][CH:9]=[CH:10][CH:11]=2)[NH:6][CH:5]=1.OS(O)(=O)=O.[CH:21](=O)[CH2:22][CH3:23]. The catalyst is O. The product is [CH2:22]([CH:23]1[C:5]2[NH:6][C:7]3[C:12](=[CH:11][CH:10]=[CH:9][CH:8]=3)[C:4]=2[CH2:3][CH:2]([C:13]([OH:15])=[O:14])[NH:1]1)[CH3:21]. The yield is 0.740. (4) The reactants are [F:1][CH:2]([F:26])[O:3][C:4]1[CH:25]=[CH:24][C:7]([CH2:8][N:9]2[C:13](=[O:14])[C:12](O)=[C:11]([C:16]3[CH:21]=[CH:20][CH:19]=[CH:18][CH:17]=3)[S:10]2(=[O:23])=[O:22])=[CH:6][CH:5]=1.CN(C=O)C.C(Cl)(=O)C([Cl:35])=O. The catalyst is C(Cl)Cl. The product is [Cl:35][C:12]1[C:13](=[O:14])[N:9]([CH2:8][C:7]2[CH:24]=[CH:25][C:4]([O:3][CH:2]([F:26])[F:1])=[CH:5][CH:6]=2)[S:10](=[O:23])(=[O:22])[C:11]=1[C:16]1[CH:21]=[CH:20][CH:19]=[CH:18][CH:17]=1. The yield is 0.620.